Dataset: Forward reaction prediction with 1.9M reactions from USPTO patents (1976-2016). Task: Predict the product of the given reaction. (1) Given the reactants [C:1]([C:3]1[CH:4]=[CH:5][C:6]([C@@H:13]2[C:18]([C:19]#[N:20])=[C:17]([CH3:21])[N:16]([C:22]3[CH:27]=[CH:26][CH:25]=[C:24]([C:28]([F:31])([F:30])[F:29])[CH:23]=3)[C:15](=[O:32])[NH:14]2)=[C:7]([S:9](Cl)(=[O:11])=[O:10])[CH:8]=1)#[N:2].[CH3:33][NH:34][CH3:35].C(O)C, predict the reaction product. The product is: [C:1]([C:3]1[CH:4]=[CH:5][C:6]([C@@H:13]2[C:18]([C:19]#[N:20])=[C:17]([CH3:21])[N:16]([C:22]3[CH:27]=[CH:26][CH:25]=[C:24]([C:28]([F:31])([F:30])[F:29])[CH:23]=3)[C:15](=[O:32])[NH:14]2)=[C:7]([S:9]([N:34]([CH3:35])[CH3:33])(=[O:11])=[O:10])[CH:8]=1)#[N:2]. (2) Given the reactants Cl.CN.[C:4]([N:9]1[CH2:14][CH2:13][C:12](=O)[CH:11]([CH3:16])[CH2:10]1)([O:6][CH2:7][CH3:8])=[O:5].[OH-].[K+].[C:19]([BH3-])#[N:20].[Na+], predict the reaction product. The product is: [C:4]([N:9]1[CH2:14][CH2:13][CH:12]([NH:20][CH3:19])[CH:11]([CH3:16])[CH2:10]1)([O:6][CH2:7][CH3:8])=[O:5]. (3) Given the reactants [NH2:1][C:2]1[C:3]([NH:10][CH2:11][C:12]([NH2:14])=[O:13])=[N:4][C:5]([CH3:9])=[N:6][C:7]=1[Cl:8].[Cl:15][C:16]1[CH:23]=[CH:22][CH:21]=[CH:20][C:17]=1[CH:18]=O.C1(C)C=CC(S(O)(=O)=O)=CC=1.ClC1C(=O)C(C#N)=C(C#N)C(=O)C=1Cl, predict the reaction product. The product is: [Cl:8][C:7]1[N:6]=[C:5]([CH3:9])[N:4]=[C:3]2[C:2]=1[N:1]=[C:18]([C:17]1[CH:20]=[CH:21][CH:22]=[CH:23][C:16]=1[Cl:15])[N:10]2[CH2:11][C:12]([NH2:14])=[O:13]. (4) Given the reactants CCN(C(C)C)C(C)C.[N:10]1([C:16]([O:18][C:19]([CH3:22])([CH3:21])[CH3:20])=[O:17])[CH2:15][CH2:14][NH:13][CH2:12][CH2:11]1.[Cl:23][C:24]([Cl:34])([O:26][C:27](=O)[O:28]C(Cl)(Cl)Cl)[Cl:25], predict the reaction product. The product is: [N:10]1([C:16]([O:18][C:19]([CH3:22])([CH3:21])[CH3:20])=[O:17])[CH2:15][CH2:14][N:13]([C:27]([O:26][C:24]([Cl:34])([Cl:25])[Cl:23])=[O:28])[CH2:12][CH2:11]1. (5) Given the reactants C1(C(O)=O)[CH2:5][CH2:4][CH:3]([C:6]([OH:8])=[O:7])[CH2:2]1.[CH3:12]O.S(=O)(=O)(O)O.CO.[C:21]([O:24][CH2:25]C)(=[O:23])[CH3:22], predict the reaction product. The product is: [CH:22]1([C:21]([O:24][CH3:25])=[O:23])[CH2:5][CH2:4][CH:3]([C:6]([O:8][CH3:12])=[O:7])[CH2:2]1. (6) Given the reactants P(Cl)(Cl)(Cl)=O.[CH3:6][N:7]1[C:12]2=[CH:13][NH:14][C:15]([C:16]3[CH:21]=[CH:20][CH:19]=[CH:18][CH:17]=3)=[C:11]2[C:10](=[O:22])[N:9]([CH3:23])[C:8]1=[O:24].CN([CH:28]=[O:29])C, predict the reaction product. The product is: [CH3:6][N:7]1[C:12]2=[C:13]([CH:28]=[O:29])[NH:14][C:15]([C:16]3[CH:21]=[CH:20][CH:19]=[CH:18][CH:17]=3)=[C:11]2[C:10](=[O:22])[N:9]([CH3:23])[C:8]1=[O:24]. (7) Given the reactants CS[C:3]1[N:4]=[CH:5][C:6]2[C:12](=[O:13])[NH:11][CH:10]=[C:9]([C:14]3[C:22]4[C:17](=[CH:18][C:19]([C:23]([F:26])([F:25])[F:24])=[CH:20][CH:21]=4)[N:16]([S:27]([C:30]4[CH:35]=[CH:34][C:33]([CH3:36])=[CH:32][CH:31]=4)(=[O:29])=[O:28])[CH:15]=3)[C:7]=2[N:8]=1.[C@@H:37]1([NH2:44])[CH2:42][CH2:41][CH2:40][CH2:39][C@@H:38]1[NH2:43], predict the reaction product. The product is: [NH2:43][C@H:38]1[CH2:39][CH2:40][CH2:41][CH2:42][C@H:37]1[NH:44][C:3]1[N:4]=[CH:5][C:6]2[C:12](=[O:13])[NH:11][CH:10]=[C:9]([C:14]3[C:22]4[C:17](=[CH:18][C:19]([C:23]([F:25])([F:24])[F:26])=[CH:20][CH:21]=4)[N:16]([S:27]([C:30]4[CH:31]=[CH:32][C:33]([CH3:36])=[CH:34][CH:35]=4)(=[O:29])=[O:28])[CH:15]=3)[C:7]=2[N:8]=1.